Dataset: Reaction yield outcomes from USPTO patents with 853,638 reactions. Task: Predict the reaction yield, written as a fraction of the theoretical maximum amount of product (1.0 means a 100% yield; for example, 0.34 means a 34% yield). The reactants are [CH3:1][CH:2]([C:21]1[CH:22]=[C:23]([CH:25]=[CH:26][CH:27]=1)[NH2:24])[CH2:3][N:4]1[CH2:9][CH2:8][N:7]([C:10]2[CH:19]=[CH:18][CH:17]=[C:16]3[C:11]=2[CH:12]=[CH:13][C:14]([CH3:20])=[N:15]3)[CH2:6][CH2:5]1.[C:28](O)(=[O:30])[CH3:29]. No catalyst specified. The product is [CH3:1][CH:2]([C:21]1[CH:22]=[C:23]([NH:24][C:28](=[O:30])[CH3:29])[CH:25]=[CH:26][CH:27]=1)[CH2:3][N:4]1[CH2:5][CH2:6][N:7]([C:10]2[CH:19]=[CH:18][CH:17]=[C:16]3[C:11]=2[CH:12]=[CH:13][C:14]([CH3:20])=[N:15]3)[CH2:8][CH2:9]1. The yield is 0.750.